From a dataset of NCI-60 drug combinations with 297,098 pairs across 59 cell lines. Regression. Given two drug SMILES strings and cell line genomic features, predict the synergy score measuring deviation from expected non-interaction effect. (1) Drug 1: CC12CCC3C(C1CCC2O)C(CC4=C3C=CC(=C4)O)CCCCCCCCCS(=O)CCCC(C(F)(F)F)(F)F. Drug 2: C1=NC(=NC(=O)N1C2C(C(C(O2)CO)O)O)N. Cell line: U251. Synergy scores: CSS=23.7, Synergy_ZIP=-2.48, Synergy_Bliss=2.03, Synergy_Loewe=-15.3, Synergy_HSA=-3.14. (2) Drug 1: CCC1(CC2CC(C3=C(CCN(C2)C1)C4=CC=CC=C4N3)(C5=C(C=C6C(=C5)C78CCN9C7C(C=CC9)(C(C(C8N6C=O)(C(=O)OC)O)OC(=O)C)CC)OC)C(=O)OC)O.OS(=O)(=O)O. Drug 2: N.N.Cl[Pt+2]Cl. Cell line: RXF 393. Synergy scores: CSS=35.2, Synergy_ZIP=-7.78, Synergy_Bliss=-4.55, Synergy_Loewe=-12.5, Synergy_HSA=-2.82.